Dataset: Forward reaction prediction with 1.9M reactions from USPTO patents (1976-2016). Task: Predict the product of the given reaction. (1) Given the reactants [Br:1][C:2]1[CH:3]=[C:4]([C:8]2[C:12]([C:13]3[CH:18]=[CH:17][N:16]=[CH:15][CH:14]=3)=[CH:11][NH:10][N:9]=2)[CH:5]=[CH:6][CH:7]=1.[C:19]1(I)[CH:24]=[CH:23][CH:22]=[CH:21][CH:20]=1.C1CCN2C(=NCCC2)CC1.C(N(CC(O)=O)CC(O)=O)CN(CC(O)=O)CC(O)=O, predict the reaction product. The product is: [C:19]1([N:10]2[CH:11]=[C:12]([C:13]3[CH:18]=[CH:17][N:16]=[CH:15][CH:14]=3)[C:8]([C:4]3[CH:5]=[CH:6][CH:7]=[C:2]([Br:1])[CH:3]=3)=[N:9]2)[CH:24]=[CH:23][CH:22]=[CH:21][CH:20]=1. (2) Given the reactants [C:1]([O:5][C:6]([NH:8][C@H:9]([CH2:14][S:15]([C:18]1[CH:23]=[CH:22][C:21]([Cl:24])=[C:20]([Cl:25])[CH:19]=1)(=[O:17])=[O:16])[CH2:10][C:11]([OH:13])=O)=[O:7])([CH3:4])([CH3:3])[CH3:2].[C:26]([NH:30][CH2:31][C:32]1[CH:41]=[C:40]2[C:35]([C@H:36]([NH2:42])[CH2:37][CH2:38][O:39]2)=[CH:34][C:33]=1[Cl:43])([CH3:29])([CH3:28])[CH3:27].CN(C(ON1N=NC2C=CC=NC1=2)=[N+](C)C)C.F[P-](F)(F)(F)(F)F.C(N(CC)C(C)C)(C)C, predict the reaction product. The product is: [C:26]([NH:30][CH2:31][C:32]1[CH:41]=[C:40]2[C:35]([C@H:36]([NH:42][C:11](=[O:13])[CH2:10][C@H:9]([NH:8][C:6](=[O:7])[O:5][C:1]([CH3:3])([CH3:2])[CH3:4])[CH2:14][S:15]([C:18]3[CH:23]=[CH:22][C:21]([Cl:24])=[C:20]([Cl:25])[CH:19]=3)(=[O:17])=[O:16])[CH2:37][CH2:38][O:39]2)=[CH:34][C:33]=1[Cl:43])([CH3:29])([CH3:27])[CH3:28]. (3) Given the reactants [Cl-].[CH3:2][C:3]1[C:11]2[CH2:10][O:9][C:8](=[O:12])[C:7]=2[CH:6]=[CH:5][C:4]=1[S:13][CH:14]1[CH2:19][CH2:18][NH2+:17][CH2:16][CH2:15]1.[N:20]1([C:25]2[CH:30]=[CH:29][C:28]([CH2:31][C:32](O)=[O:33])=[CH:27][CH:26]=2)[CH:24]=[N:23][N:22]=[N:21]1, predict the reaction product. The product is: [CH3:2][C:3]1[C:11]2[CH2:10][O:9][C:8](=[O:12])[C:7]=2[CH:6]=[CH:5][C:4]=1[S:13][CH:14]1[CH2:19][CH2:18][N:17]([C:32](=[O:33])[CH2:31][C:28]2[CH:27]=[CH:26][C:25]([N:20]3[CH:24]=[N:23][N:22]=[N:21]3)=[CH:30][CH:29]=2)[CH2:16][CH2:15]1. (4) Given the reactants [C:1]([NH:9][NH2:10])(=[O:8])[C:2]1[CH:7]=[CH:6][CH:5]=[CH:4][CH:3]=1.P(Cl)(Cl)(Cl)=O.[C:16](=[O:19])([O-])[O-:17].[Na+].[Na+], predict the reaction product. The product is: [C:2]1([C:1]2[O:8][C:1]([C:2]3[CH:3]=[C:4]([CH:5]=[CH:6][CH:7]=3)[C:16]([OH:17])=[O:19])=[N:10][N:9]=2)[CH:7]=[CH:6][CH:5]=[CH:4][CH:3]=1. (5) Given the reactants C(N(CC)C(C1C=C(C2C=NN(CCCO)C=2)C=CC=1NC1C(C(F)(F)F)=CN=C(NC2C=CC(CP(=O)(O)OCC)=CC=2OC)N=1)=O)C.[OH:50][CH2:51][CH2:52][CH2:53][N:54]1[CH:58]=[C:57]([C:59]2[CH:64]=[CH:63][C:62]([NH:65][C:66]3[C:71]([C:72]([F:75])([F:74])[F:73])=[CH:70][N:69]=[C:68]([NH:76][C:77]4[CH:91]=[CH:90][C:80]([CH2:81][P:82](=[O:89])([O:86]CC)[O:83][CH2:84][CH3:85])=[CH:79][C:78]=4[O:92][CH3:93])[N:67]=3)=[C:61]([C:94](=[O:97])[NH:95][CH3:96])[C:60]=2[O:98][CH3:99])[CH:56]=[N:55]1, predict the reaction product. The product is: [OH:50][CH2:51][CH2:52][CH2:53][N:54]1[CH:58]=[C:57]([C:59]2[CH:64]=[CH:63][C:62]([NH:65][C:66]3[C:71]([C:72]([F:74])([F:73])[F:75])=[CH:70][N:69]=[C:68]([NH:76][C:77]4[CH:91]=[CH:90][C:80]([CH2:81][P:82](=[O:86])([OH:89])[O:83][CH2:84][CH3:85])=[CH:79][C:78]=4[O:92][CH3:93])[N:67]=3)=[C:61]([C:94](=[O:97])[NH:95][CH3:96])[C:60]=2[O:98][CH3:99])[CH:56]=[N:55]1. (6) Given the reactants [CH2:1]([O:3][CH:4]([O:13][CH2:14][CH3:15])[C:5]1[CH:12]=[CH:11][C:8]([CH:9]=[O:10])=[CH:7][CH:6]=1)[CH3:2].[BH4-].[Na+], predict the reaction product. The product is: [CH2:14]([O:13][CH:4]([O:3][CH2:1][CH3:2])[C:5]1[CH:12]=[CH:11][C:8]([CH2:9][OH:10])=[CH:7][CH:6]=1)[CH3:15].